This data is from Peptide-MHC class I binding affinity with 185,985 pairs from IEDB/IMGT. The task is: Regression. Given a peptide amino acid sequence and an MHC pseudo amino acid sequence, predict their binding affinity value. This is MHC class I binding data. (1) The peptide sequence is NSINVELSL. The MHC is HLA-B38:01 with pseudo-sequence HLA-B38:01. The binding affinity (normalized) is 0.253. (2) The peptide sequence is WMFRIRIIL. The MHC is BoLA-HD6 with pseudo-sequence BoLA-HD6. The binding affinity (normalized) is 0.686. (3) The peptide sequence is RQIQVEGLK. The MHC is HLA-B08:01 with pseudo-sequence HLA-B08:01. The binding affinity (normalized) is 0.0847. (4) The peptide sequence is GPASLPTAL. The MHC is HLA-B08:02 with pseudo-sequence HLA-B08:02. The binding affinity (normalized) is 0.0847. (5) The peptide sequence is SMYQLMITI. The MHC is HLA-A26:01 with pseudo-sequence HLA-A26:01. The binding affinity (normalized) is 0.0847. (6) The peptide sequence is SVDAMIHKT. The MHC is HLA-A02:06 with pseudo-sequence HLA-A02:06. The binding affinity (normalized) is 0.144. (7) The peptide sequence is LLLVIKLALV. The MHC is HLA-A02:02 with pseudo-sequence HLA-A02:02. The binding affinity (normalized) is 0.440.